From a dataset of Catalyst prediction with 721,799 reactions and 888 catalyst types from USPTO. Predict which catalyst facilitates the given reaction. (1) Reactant: [OH:1][C:2]1[CH:25]=[CH:24][C:5]2[C:6]([CH2:9][CH2:10][CH:11]3[CH2:16][CH2:15][N:14]([C:17]([O:19][C:20]([CH3:23])([CH3:22])[CH3:21])=[O:18])[CH2:13][CH2:12]3)=[N:7][O:8][C:4]=2[C:3]=1[CH2:26][OH:27].[CH:28]1(Br)[CH2:32][CH2:31][CH2:30][CH2:29]1.C(=O)([O-])[O-].[K+].[K+].O. Product: [CH:28]1([O:1][C:2]2[CH:25]=[CH:24][C:5]3[C:6]([CH2:9][CH2:10][CH:11]4[CH2:16][CH2:15][N:14]([C:17]([O:19][C:20]([CH3:23])([CH3:22])[CH3:21])=[O:18])[CH2:13][CH2:12]4)=[N:7][O:8][C:4]=3[C:3]=2[CH2:26][OH:27])[CH2:32][CH2:31][CH2:30][CH2:29]1. The catalyst class is: 9. (2) Reactant: [OH:1][CH2:2][CH:3]1[CH2:8][CH2:7][N:6](C(OC(C)(C)C)=O)[CH2:5][CH2:4]1.[CH:16]1([N:21]=[C:22]=[O:23])[CH2:20][CH2:19][CH2:18][CH2:17]1.[ClH:24].CCOCC. Product: [ClH:24].[CH:16]1([NH:21][C:22](=[O:23])[O:1][CH2:2][CH:3]2[CH2:4][CH2:5][NH:6][CH2:7][CH2:8]2)[CH2:20][CH2:19][CH2:18][CH2:17]1. The catalyst class is: 1. (3) Reactant: Br[C:2]1[CH:3]=[C:4]([O:23][C:24]2[CH:29]=[CH:28][CH:27]=[CH:26][CH:25]=2)[C:5]([NH:8][C:9]2[S:10][CH:11]=[C:12]([CH:14]3[CH2:19][CH2:18][N:17]([C:20](=[O:22])[CH3:21])[CH2:16][CH2:15]3)[N:13]=2)=[N:6][CH:7]=1.C1(P(C2C=CC=CC=2)C2C3OC4C(=CC=CC=4P(C4C=CC=CC=4)C4C=CC=CC=4)C(C)(C)C=3C=CC=2)C=CC=CC=1.[SH:72][CH2:73][CH2:74][C:75]([O:77][CH3:78])=[O:76].C(N(C(C)C)C(C)C)C. Product: [C:20]([N:17]1[CH2:18][CH2:19][CH:14]([C:12]2[N:13]=[C:9]([NH:8][C:5]3[N:6]=[CH:7][C:2]([S:72][CH2:73][CH2:74][C:75]([O:77][CH3:78])=[O:76])=[CH:3][C:4]=3[O:23][C:24]3[CH:29]=[CH:28][CH:27]=[CH:26][CH:25]=3)[S:10][CH:11]=2)[CH2:15][CH2:16]1)(=[O:22])[CH3:21]. The catalyst class is: 102. (4) Reactant: [C:1](Cl)(=O)[C:2]([Cl:4])=[O:3].[CH3:7][C@@:8]12[C:14]([CH3:16])([CH3:15])[C@@H:11]([CH2:12][CH2:13]1)C(C(O)=O)[C:9]2=[O:20]. Product: [CH3:7][C@@:8]12[C:14]([CH3:16])([CH3:15])[C@@H:11]([CH2:12][CH2:13]1)[CH:1]([C:2]([Cl:4])=[O:3])[C:9]2=[O:20]. The catalyst class is: 204.